This data is from Catalyst prediction with 721,799 reactions and 888 catalyst types from USPTO. The task is: Predict which catalyst facilitates the given reaction. (1) Reactant: [CH2:1]([O:5][C:6]1[CH:11]=[C:10]([CH2:12][CH2:13][C:14]([O:16][CH3:17])=[O:15])[CH:9]=[CH:8][C:7]=1[C:18]1[CH:23]=[CH:22][CH:21]=[C:20]([CH2:24][N:25](C(OC(C)(C)C)=O)[CH3:26])[CH:19]=1)[CH2:2][CH2:3][CH3:4].FC(F)(F)C(O)=O. Product: [CH2:1]([O:5][C:6]1[CH:11]=[C:10]([CH2:12][CH2:13][C:14]([O:16][CH3:17])=[O:15])[CH:9]=[CH:8][C:7]=1[C:18]1[CH:23]=[CH:22][CH:21]=[C:20]([CH2:24][NH:25][CH3:26])[CH:19]=1)[CH2:2][CH2:3][CH3:4]. The catalyst class is: 4. (2) Reactant: [Cl:1][C:2]1[CH:24]=[CH:23][C:5]([CH2:6][N:7]2[C:11]3=[N:12][CH:13]=[C:14]([O:16][CH3:17])[CH:15]=[C:10]3[CH:9]=[C:8]2/[CH:18]=[CH:19]/[C:20]([OH:22])=[O:21])=[CH:4][CH:3]=1. Product: [Cl:1][C:2]1[CH:3]=[CH:4][C:5]([CH2:6][N:7]2[C:11]3=[N:12][CH:13]=[C:14]([O:16][CH3:17])[CH:15]=[C:10]3[CH:9]=[C:8]2[CH2:18][CH2:19][C:20]([OH:22])=[O:21])=[CH:23][CH:24]=1. The catalyst class is: 579. (3) Reactant: [OH:1][C:2]1[CH:3]=[C:4]([CH:7]=[CH:8][CH:9]=1)[C:5]#[N:6].[H-].[Na+].Cl[C:13]1[N:18]=[N:17][C:16]([C:19]([NH2:21])=[O:20])=[C:15]([NH:22][C:23]2[CH:28]=[CH:27][CH:26]=[C:25]([CH3:29])[N:24]=2)[CH:14]=1. Product: [C:5]([C:4]1[CH:3]=[C:2]([CH:9]=[CH:8][CH:7]=1)[O:1][C:13]1[N:18]=[N:17][C:16]([C:19]([NH2:21])=[O:20])=[C:15]([NH:22][C:23]2[CH:28]=[CH:27][CH:26]=[C:25]([CH3:29])[N:24]=2)[CH:14]=1)#[N:6]. The catalyst class is: 9. (4) Reactant: [H-].[Na+].[OH:3][C:4]1[CH:5]=[CH:6][C:7]([CH3:15])=[C:8]([CH:14]=1)[C:9]([O:11][CH2:12][CH3:13])=[O:10].I[CH3:17].O. Product: [CH3:17][O:3][C:4]1[CH:5]=[CH:6][C:7]([CH3:15])=[C:8]([CH:14]=1)[C:9]([O:11][CH2:12][CH3:13])=[O:10]. The catalyst class is: 9. (5) Reactant: [NH:1]1[CH2:6][CH2:5][CH:4]([CH2:7][CH2:8][C:9]([O:11][CH3:12])=[O:10])[CH2:3][CH2:2]1.F[C:14]1[CH:26]=[CH:25][C:17]([C:18]([O:20][C:21]([CH3:24])([CH3:23])[CH3:22])=[O:19])=[CH:16][CH:15]=1.C(=O)([O-])[O-].[K+].[K+].C(=O)([O-])O.[Na+]. Product: [CH3:12][O:11][C:9](=[O:10])[CH2:8][CH2:7][CH:4]1[CH2:5][CH2:6][N:1]([C:14]2[CH:26]=[CH:25][C:17]([C:18]([O:20][C:21]([CH3:22])([CH3:23])[CH3:24])=[O:19])=[CH:16][CH:15]=2)[CH2:2][CH2:3]1. The catalyst class is: 42.